Predict the reaction yield, written as a fraction of the theoretical maximum amount of product (1.0 means a 100% yield; for example, 0.34 means a 34% yield). From a dataset of Reaction yield outcomes from USPTO patents with 853,638 reactions. (1) The product is [OH:1][C:2]([CH3:37])([CH3:38])[CH2:3][CH:4]([NH:6][C:7]([C:9]1[C:17]2[C:12](=[N:13][CH:14]=[C:15]([C:18]3[C:26]4[C:21](=[CH:22][C:23]([F:27])=[CH:24][CH:25]=4)[N:20]([CH3:28])[N:19]=3)[N:16]=2)[NH:11][CH:10]=1)=[O:8])[CH3:5]. The yield is 0.210. The reactants are [OH:1][C:2]([CH3:38])([CH3:37])[CH2:3][CH:4]([NH:6][C:7]([C:9]1[C:17]2[C:12](=[N:13][CH:14]=[C:15]([C:18]3[C:26]4[C:21](=[CH:22][C:23]([F:27])=[CH:24][CH:25]=4)[N:20]([CH3:28])[N:19]=3)[N:16]=2)[N:11](COCC[Si](C)(C)C)[CH:10]=1)=[O:8])[CH3:5].[F-].[Cs+].C1OCCOCCOCCOCCOCCOC1.C(#N)C. The catalyst is C(OCC)(=O)C. (2) The reactants are [H-].[Na+].[C:3]([CH2:5][C:6]([O:8][C:9]([CH3:12])([CH3:11])[CH3:10])=[O:7])#[N:4].[CH:13]1([CH2:16][O:17][C:18]2[CH:23]=[CH:22][CH:21]=[C:20]([O:24][CH2:25][C:26]3[CH:31]=[CH:30][C:29]([O:32][CH3:33])=[CH:28][CH:27]=3)[C:19]=2[C:34](=O)[CH:35]=[C:36](SC)[S:37][CH3:38])[CH2:15][CH2:14]1.C1OCCOC2C(=CC=CC=2)OCCOCCOC2C(=CC=CC=2)OC1.C([O-])(=O)C.[NH4+:72]. The catalyst is C1COCC1.C(O)(=O)C. The yield is 0.290. The product is [NH2:4][C:3]1[N:72]=[C:34]([C:19]2[C:20]([O:24][CH2:25][C:26]3[CH:31]=[CH:30][C:29]([O:32][CH3:33])=[CH:28][CH:27]=3)=[CH:21][CH:22]=[CH:23][C:18]=2[O:17][CH2:16][CH:13]2[CH2:15][CH2:14]2)[CH:35]=[C:36]([S:37][CH3:38])[C:5]=1[C:6]([O:8][C:9]([CH3:12])([CH3:11])[CH3:10])=[O:7]. (3) The reactants are [C:9](O[C:9]([O:11][C:12]([CH3:15])([CH3:14])[CH3:13])=[O:10])([O:11][C:12]([CH3:15])([CH3:14])[CH3:13])=[O:10].[NH2:16][C@@H:17]([CH2:21][CH2:22][C:23]1[CH:28]=[CH:27][C:26]([NH2:29])=[CH:25][N:24]=1)[C:18]([OH:20])=[O:19]. The catalyst is O.CC(C)(O)C.[OH-].[Na+].[Cl-].[Na+]. The product is [CH3:13][C:12]([CH3:15])([O:11][C:9]([NH:16][C@@H:17]([CH2:21][CH2:22][C:23]1[CH:28]=[CH:27][C:26]([NH:29][C:9]([O:11][C:12]([CH3:13])([CH3:14])[CH3:15])=[O:10])=[CH:25][N:24]=1)[C:18]([OH:20])=[O:19])=[O:10])[CH3:14]. The yield is 0.690. (4) The reactants are C([O:3][C:4](=O)[CH2:5][C:6]([C:9]1[N:10]([CH2:21][CH2:22][OH:23])[C:11]2[C:16]([CH:17]=1)=[CH:15][C:14]([N+:18]([O-:20])=[O:19])=[CH:13][CH:12]=2)([CH3:8])[CH3:7])C.CC(C[AlH]CC(C)C)C.O. The catalyst is C1COCC1. The product is [OH:23][CH2:22][CH2:21][N:10]1[C:11]2[C:16](=[CH:15][C:14]([N+:18]([O-:20])=[O:19])=[CH:13][CH:12]=2)[CH:17]=[C:9]1[C:6]([CH3:8])([CH3:7])[CH2:5][CH2:4][OH:3]. The yield is 0.490. (5) The reactants are [I-].[CH3:2][P+](C1C=CC=CC=1)(C1C=CC=CC=1)C1C=CC=CC=1.[Li]CCCC.[CH2:27]([N:34]1[CH2:38][C@H:37]([C:39]2[CH:44]=[CH:43][C:42]([F:45])=[C:41]([F:46])[CH:40]=2)[C@@H:36]([CH:47]=O)[CH2:35]1)[C:28]1[CH:33]=[CH:32][CH:31]=[CH:30][CH:29]=1. The catalyst is C1COCC1. The product is [CH2:27]([N:34]1[CH2:35][C@H:36]([CH:47]=[CH2:2])[C@@H:37]([C:39]2[CH:44]=[CH:43][C:42]([F:45])=[C:41]([F:46])[CH:40]=2)[CH2:38]1)[C:28]1[CH:33]=[CH:32][CH:31]=[CH:30][CH:29]=1. The yield is 0.620. (6) The reactants are [CH3:1][C:2]1[O:6][C:5]([C:7]2[CH:12]=[CH:11][CH:10]=[CH:9][CH:8]=2)=[N:4][C:3]=1[CH2:13][O:14][C:15]1[CH:20]=[C:19]([CH2:21]O)[CH:18]=[CH:17][N:16]=1.S(Cl)([Cl:25])=O. No catalyst specified. The product is [Cl:25][CH2:21][C:19]1[CH:18]=[CH:17][N:16]=[C:15]([O:14][CH2:13][C:3]2[N:4]=[C:5]([C:7]3[CH:12]=[CH:11][CH:10]=[CH:9][CH:8]=3)[O:6][C:2]=2[CH3:1])[CH:20]=1. The yield is 0.540. (7) The reactants are [C:1]([O:5][C:6](=[O:18])[NH:7][C:8]1[S:9][C:10]2[CH:16]=[C:15]([OH:17])[CH:14]=[CH:13][C:11]=2[N:12]=1)([CH3:4])([CH3:3])[CH3:2].[S:19]1[CH:23]=[CH:22][CH:21]=[C:20]1[S:24](Cl)(=[O:26])=[O:25].C(N(CC)CC)C. The yield is 0.760. The product is [C:1]([O:5][C:6]([NH:7][C:8]1[S:9][C:10]2[CH:16]=[C:15]([O:17][S:24]([C:20]3[S:19][CH:23]=[CH:22][CH:21]=3)(=[O:26])=[O:25])[CH:14]=[CH:13][C:11]=2[N:12]=1)=[O:18])([CH3:4])([CH3:2])[CH3:3]. The catalyst is CC(C)=O. (8) The reactants are [CH2:1]([NH:3][C:4]([NH:6][C:7]1[CH:8]=[C:9]([CH:11]=[CH:12][CH:13]=1)[NH2:10])=[O:5])[CH3:2].Cl[C:15]1[N:20]=[C:19](Cl)[C:18]([F:22])=[CH:17][N:16]=1. No catalyst specified. The product is [CH2:1]([NH:3][C:4]([NH:6][C:7]1[CH:8]=[C:9]([NH:10][C:15]2[N:20]=[C:19]([NH:10][C:9]3[CH:11]=[CH:12][CH:13]=[C:7]([NH:6][C:4]([NH:3][CH2:1][CH3:2])=[O:5])[CH:8]=3)[C:18]([F:22])=[CH:17][N:16]=2)[CH:11]=[CH:12][CH:13]=1)=[O:5])[CH3:2]. The yield is 0.660. (9) The reactants are C(OC([N:8]([C:11]1([C@@H:14]2[CH2:18][CH2:17][NH:16][CH2:15]2)[CH2:13][CH2:12]1)[CH2:9][CH3:10])=O)(C)(C)C.C(N(CC)CC)C.F[C:27]1[C:36]([CH3:37])=[C:35]2[C:30]([C:31](=[O:45])[C:32]([C:42]([OH:44])=[O:43])=[CH:33][N:34]2[C@@H:38]2[CH2:40][C@@H:39]2[F:41])=[CH:29][CH:28]=1. The catalyst is CS(C)=O. The product is [CH2:9]([NH:8][C:11]1([C@@H:14]2[CH2:18][CH2:17][N:16]([C:27]3[C:36]([CH3:37])=[C:35]4[C:30]([C:31](=[O:45])[C:32]([C:42]([OH:44])=[O:43])=[CH:33][N:34]4[C@@H:38]4[CH2:40][C@@H:39]4[F:41])=[CH:29][CH:28]=3)[CH2:15]2)[CH2:12][CH2:13]1)[CH3:10]. The yield is 0.550. (10) The yield is 0.870. The product is [C:1]([O:5][C:6]([N:8]1[CH2:9][CH2:10][CH:11]([C:14]2[CH:19]=[CH:18][C:17]([NH:20][C:45]([C:34]3[N:35]([CH2:37][O:38][CH2:39][CH2:40][Si:41]([CH3:44])([CH3:43])[CH3:42])[CH:36]=[C:32]([C:30]#[N:31])[N:33]=3)=[O:46])=[C:16]([C:21]3[CH2:26][CH2:25][C:24]([CH3:28])([CH3:27])[CH2:23][CH:22]=3)[N:15]=2)[CH2:12][CH2:13]1)=[O:7])([CH3:4])([CH3:2])[CH3:3]. The catalyst is C(Cl)Cl. The reactants are [C:1]([O:5][C:6]([N:8]1[CH2:13][CH2:12][CH:11]([C:14]2[CH:19]=[CH:18][C:17]([NH2:20])=[C:16]([C:21]3[CH2:26][CH2:25][C:24]([CH3:28])([CH3:27])[CH2:23][CH:22]=3)[N:15]=2)[CH2:10][CH2:9]1)=[O:7])([CH3:4])([CH3:3])[CH3:2].[K+].[C:30]([C:32]1[N:33]=[C:34]([C:45]([O-])=[O:46])[N:35]([CH2:37][O:38][CH2:39][CH2:40][Si:41]([CH3:44])([CH3:43])[CH3:42])[CH:36]=1)#[N:31].C1CN([P+](Br)(N2CCCC2)N2CCCC2)CC1.F[P-](F)(F)(F)(F)F.CCN(C(C)C)C(C)C.